The task is: Predict the product of the given reaction.. This data is from Forward reaction prediction with 1.9M reactions from USPTO patents (1976-2016). (1) Given the reactants [N:1]1[CH:6]=[CH:5][CH:4]=[N:3][C:2]=1[NH:7][CH2:8][CH2:9][CH2:10][O:11][C:12]1[CH:28]=[CH:27][C:15]2[CH2:16][CH:17]([CH2:22][C:23]([O:25]C)=[O:24])[C:18](=[O:21])[NH:19][CH2:20][C:14]=2[CH:13]=1.O.[OH-].[Li+], predict the reaction product. The product is: [N:1]1[CH:6]=[CH:5][CH:4]=[N:3][C:2]=1[NH:7][CH2:8][CH2:9][CH2:10][O:11][C:12]1[CH:28]=[CH:27][C:15]2[CH2:16][CH:17]([CH2:22][C:23]([OH:25])=[O:24])[C:18](=[O:21])[NH:19][CH2:20][C:14]=2[CH:13]=1. (2) Given the reactants F[P-](F)(F)(F)(F)F.N1(O[P+](N2CCCC2)(N2CCCC2)N2CCCC2)C2C=CC=CC=2N=N1.[F:34][C:35]([F:47])([F:46])[C:36]1[CH:37]=[C:38]([CH2:42][C:43]([OH:45])=O)[CH:39]=[CH:40][CH:41]=1.C(N(CC)C(C)C)(C)C.[Cl:57][C:58]1[S:62][C:61]([C:63]2[N:67]([CH2:68][C:69]3[CH:74]=[CH:73][CH:72]=[CH:71][C:70]=3[F:75])[C:66](=[O:76])[N:65]([CH2:77]/[C:78](=[N:80]/O)/[NH2:79])[N:64]=2)=[CH:60][CH:59]=1, predict the reaction product. The product is: [Cl:57][C:58]1[S:62][C:61]([C:63]2[N:67]([CH2:68][C:69]3[CH:74]=[CH:73][CH:72]=[CH:71][C:70]=3[F:75])[C:66](=[O:76])[N:65]([CH2:77][C:78]3[N:80]=[C:43]([CH2:42][C:38]4[CH:39]=[CH:40][CH:41]=[C:36]([C:35]([F:34])([F:47])[F:46])[CH:37]=4)[O:45][N:79]=3)[N:64]=2)=[CH:60][CH:59]=1.